Task: Predict the reactants needed to synthesize the given product.. Dataset: Full USPTO retrosynthesis dataset with 1.9M reactions from patents (1976-2016) (1) Given the product [CH2:7]([O:9][C:10]1[CH:11]=[C:12]([CH:15]=[CH:16][C:17]=1[N:5]1[CH:6]=[C:2]([CH3:1])[N:3]=[CH:4]1)[CH:13]=[O:14])[CH3:8], predict the reactants needed to synthesize it. The reactants are: [CH3:1][C:2]1[N:3]=[CH:4][NH:5][CH:6]=1.[CH2:7]([O:9][C:10]1[CH:11]=[C:12]([CH:15]=[CH:16][C:17]=1F)[CH:13]=[O:14])[CH3:8]. (2) Given the product [ClH:23].[ClH:23].[C:16]1([C:15]#[C:14][C:12]2[CH:13]=[C:8]([NH2:7])[CH:9]=[N:10][CH:11]=2)[CH:17]=[CH:18][CH:19]=[CH:20][CH:21]=1, predict the reactants needed to synthesize it. The reactants are: C(OC(=O)[NH:7][C:8]1[CH:9]=[N:10][CH:11]=[C:12]([C:14]#[C:15][C:16]2[CH:21]=[CH:20][CH:19]=[CH:18][CH:17]=2)[CH:13]=1)(C)(C)C.[ClH:23].